Dataset: Reaction yield outcomes from USPTO patents with 853,638 reactions. Task: Predict the reaction yield, written as a fraction of the theoretical maximum amount of product (1.0 means a 100% yield; for example, 0.34 means a 34% yield). (1) The yield is 0.920. The reactants are [F:1][C:2]1[CH:7]=[CH:6][CH:5]=[C:4]([F:8])[C:3]=1[N:9]1[C:14]2[N:15]=[C:16]([S:29][CH3:30])[N:17]=[C:18]([C:19]3[CH:20]=[C:21]([CH:25]=[CH:26][C:27]=3[CH3:28])[C:22]([OH:24])=O)[C:13]=2[CH2:12][NH:11][C:10]1=[O:31].C(N(C(C)C)CC)(C)C.CN(C(ON1N=NC2C=CC=NC1=2)=[N+](C)C)C.F[P-](F)(F)(F)(F)F.[F:65][C:66]1[CH:72]=[CH:71][C:69]([NH2:70])=[CH:68][CH:67]=1. The catalyst is C(Cl)Cl.O. The product is [F:1][C:2]1[CH:7]=[CH:6][CH:5]=[C:4]([F:8])[C:3]=1[N:9]1[C:14]2[N:15]=[C:16]([S:29][CH3:30])[N:17]=[C:18]([C:19]3[CH:20]=[C:21]([CH:25]=[CH:26][C:27]=3[CH3:28])[C:22]([NH:70][C:69]3[CH:71]=[CH:72][C:66]([F:65])=[CH:67][CH:68]=3)=[O:24])[C:13]=2[CH2:12][NH:11][C:10]1=[O:31]. (2) The reactants are [CH3:1][C:2]1[N:6]=[CH:5][N:4]([C:7]2[CH:14]=[CH:13][C:12]([N+:15]([O-])=O)=[CH:11][C:8]=2[C:9]#[N:10])[N:3]=1. The catalyst is [Pd].CO. The product is [NH2:15][C:12]1[CH:13]=[CH:14][C:7]([N:4]2[CH:5]=[N:6][C:2]([CH3:1])=[N:3]2)=[C:8]([CH:11]=1)[C:9]#[N:10]. The yield is 0.700. (3) The reactants are [NH2:1][C:2]1[CH:3]=[C:4]2[C:20](=[O:21])[NH:19][N:18]=[CH:17][C:6]3=[C:7]([C:11]4[CH:16]=[CH:15][CH:14]=[CH:13][CH:12]=4)[NH:8][C:9]([CH:10]=1)=[C:5]23.C(N(CC)CC)C.Br[CH2:30][C:31]1[CH:36]=[CH:35][CH:34]=[C:33]([Cl:37])[CH:32]=1. The catalyst is CN(C)C=O. The product is [Cl:37][C:33]1[CH:32]=[C:31]([CH:36]=[CH:35][CH:34]=1)[CH2:30][NH:1][C:2]1[CH:3]=[C:4]2[C:20](=[O:21])[NH:19][N:18]=[CH:17][C:6]3=[C:7]([C:11]4[CH:12]=[CH:13][CH:14]=[CH:15][CH:16]=4)[NH:8][C:9]([CH:10]=1)=[C:5]23. The yield is 0.710. (4) The reactants are [F:1][C:2]1[C:7]([CH:8]=[O:9])=[C:6]([F:10])[CH:5]=[CH:4][C:3]=1[NH:11][S:12]([CH2:15][CH2:16][CH3:17])(=[O:14])=[O:13].[BH4-].[Na+].P([O-])(O)(O)=O.[Na+]. The catalyst is CO. The product is [F:1][C:2]1[C:7]([CH2:8][OH:9])=[C:6]([F:10])[CH:5]=[CH:4][C:3]=1[NH:11][S:12]([CH2:15][CH2:16][CH3:17])(=[O:14])=[O:13]. The yield is 0.960. (5) The reactants are [NH:1]1[CH2:5][CH2:4][C@H:3]([N:6]2[CH:10]=[C:9]([O:11][C:12]3[N:13]=[C:14]([OH:22])[C:15]4[CH:21]=[CH:20][N:19]=[CH:18][C:16]=4[N:17]=3)[CH:8]=[N:7]2)[CH2:2]1.[C:23](Cl)(=[O:25])[CH3:24]. No catalyst specified. The product is [OH:22][C:14]1[C:15]2[CH:21]=[CH:20][N:19]=[CH:18][C:16]=2[N:17]=[C:12]([O:11][C:9]2[CH:8]=[N:7][N:6]([C@H:3]3[CH2:4][CH2:5][N:1]([C:23](=[O:25])[CH3:24])[CH2:2]3)[CH:10]=2)[N:13]=1. The yield is 0.600.